Dataset: Catalyst prediction with 721,799 reactions and 888 catalyst types from USPTO. Task: Predict which catalyst facilitates the given reaction. (1) The catalyst class is: 3. Product: [Cl:1][C:2]1[CH:7]=[C:6]([O:8][CH2:12][CH3:13])[CH:5]=[CH:4][N:3]=1. Reactant: [Cl:1][C:2]1[CH:7]=[C:6]([OH:8])[CH:5]=[CH:4][N:3]=1.[H-].[Na+].I[CH2:12][CH3:13]. (2) Reactant: S(=O)(=O)(O)O.[NH2:6][C:7]1[N:12]=[CH:11]C(C#N)=[CH:9][C:8]=1[C:15]([F:18])([F:17])[F:16].C(=O)(O)[O-].[Na+].[C:24]([O:27][CH2:28]C)(=[O:26])[CH3:25]. Product: [NH2:6][C:7]1[N:12]=[CH:11][C:25]([C:24]([O:27][CH3:28])=[O:26])=[CH:9][C:8]=1[C:15]([F:18])([F:17])[F:16]. The catalyst class is: 5. (3) Reactant: [NH:1]1[CH2:6][CH2:5][C:4](=[CH:7][C:8]2[S:9][C:10]3[CH:16]=[CH:15][CH:14]=[CH:13][C:11]=3[N:12]=2)[CH2:3][CH2:2]1.Cl[C:18]1[C:23]([N+:24]([O-:26])=[O:25])=[CH:22][CH:21]=[C:20]([CH3:27])[N:19]=1.O. Product: [NH:1]1[CH2:6][CH2:5][C:4](=[CH:7][C:8]2[S:9][C:10]3[CH:16]=[CH:15][CH:14]=[CH:13][C:11]=3[N:12]=2)[CH2:3][CH2:2]1.[S:9]1[C:10]2[CH:16]=[CH:15][CH:14]=[CH:13][C:11]=2[N:12]=[C:8]1[CH2:7][C:4]1[CH2:5][CH2:6][N:1]([C:18]2[C:23]([N+:24]([O-:26])=[O:25])=[CH:22][CH:21]=[C:20]([CH3:27])[N:19]=2)[CH2:2][CH:3]=1. The catalyst class is: 80. (4) Product: [C:10]1([C@H:9]([NH:16][CH2:2][C:3]([O:5][CH2:6][CH3:7])=[O:4])[CH3:8])[CH:15]=[CH:14][CH:13]=[CH:12][CH:11]=1. The catalyst class is: 11. Reactant: Br[CH2:2][C:3]([O:5][CH2:6][CH3:7])=[O:4].[CH3:8][CH:9]([NH2:16])[C:10]1[CH:15]=[CH:14][CH:13]=[CH:12][CH:11]=1.C(N(C(C)C)C(C)C)C. (5) Reactant: [OH:1][C:2]1[CH:7]=[CH:6][C:5]([NH:8][C:9](=[O:32])[CH2:10][CH2:11][CH2:12][CH2:13][CH2:14][C:15]([NH:17][C:18]2[CH:23]=[CH:22][CH:21]=[CH:20][C:19]=2[NH:24]C(=O)OC(C)(C)C)=[O:16])=[CH:4][CH:3]=1. Product: [NH2:24][C:19]1[CH:20]=[CH:21][CH:22]=[CH:23][C:18]=1[NH:17][C:15](=[O:16])[CH2:14][CH2:13][CH2:12][CH2:11][CH2:10][C:9]([NH:8][C:5]1[CH:4]=[CH:3][C:2]([OH:1])=[CH:7][CH:6]=1)=[O:32]. The catalyst class is: 25. (6) Reactant: [H-].[Na+].[OH:3][C@@H:4]1[CH2:9][CH2:8][N:7]([C:10]([O:12][C:13]([CH3:16])([CH3:15])[CH3:14])=[O:11])[CH2:6][C@H:5]1[C:17]1[CH:22]=[CH:21][CH:20]=[CH:19][CH:18]=1.[CH3:23]I.O. Product: [CH3:23][O:3][C@@H:4]1[CH2:9][CH2:8][N:7]([C:10]([O:12][C:13]([CH3:16])([CH3:15])[CH3:14])=[O:11])[CH2:6][C@H:5]1[C:17]1[CH:18]=[CH:19][CH:20]=[CH:21][CH:22]=1. The catalyst class is: 3.